From a dataset of Peptide-MHC class I binding affinity with 185,985 pairs from IEDB/IMGT. Regression. Given a peptide amino acid sequence and an MHC pseudo amino acid sequence, predict their binding affinity value. This is MHC class I binding data. (1) The peptide sequence is VPFVSVNPI. The MHC is HLA-B51:01 with pseudo-sequence HLA-B51:01. The binding affinity (normalized) is 0.664. (2) The peptide sequence is CLPDNGDY. The MHC is Mamu-B17 with pseudo-sequence Mamu-B17. The binding affinity (normalized) is 0. (3) The peptide sequence is GYYSTTIRY. The MHC is HLA-A24:02 with pseudo-sequence HLA-A24:02. The binding affinity (normalized) is 0.379. (4) The peptide sequence is LEYGANYFL. The MHC is HLA-A68:02 with pseudo-sequence HLA-A68:02. The binding affinity (normalized) is 0.286. (5) The peptide sequence is DEQEFFYSQ. The MHC is HLA-B18:01 with pseudo-sequence HLA-B18:01. The binding affinity (normalized) is 1.00. (6) The peptide sequence is SMYSDCDVL. The MHC is H-2-Db with pseudo-sequence H-2-Db. The binding affinity (normalized) is 0.572. (7) The peptide sequence is ALTDLGLIYT. The MHC is HLA-A02:03 with pseudo-sequence HLA-A02:03. The binding affinity (normalized) is 0.673. (8) The peptide sequence is AEALGPFQS. The MHC is H-2-Db with pseudo-sequence H-2-Db. The binding affinity (normalized) is 0.